Task: Predict the reactants needed to synthesize the given product.. Dataset: Full USPTO retrosynthesis dataset with 1.9M reactions from patents (1976-2016) (1) The reactants are: [CH3:1][C:2]1[N:6]([CH2:7][CH:8]2[C:21](=[O:22])[C:12]3[C:13]4[CH:14]=[CH:15][CH:16]=[CH:17][C:18]=4[N:19]([CH3:20])[C:11]=3[CH2:10][CH2:9]2)[CH:5]=[CH:4][N:3]=1.O.C(Cl)(Cl)[Cl:25]. Given the product [CH3:1][C:2]1[N:6]([CH2:7][CH:8]2[C:21](=[O:22])[C:12]3[C:13]4[CH:14]=[CH:15][CH:16]=[CH:17][C:18]=4[N:19]([CH3:20])[C:11]=3[CH2:10][CH2:9]2)[CH:5]=[CH:4][N:3]=1.[ClH:25], predict the reactants needed to synthesize it. (2) The reactants are: [C:1]([Si:5]([CH3:11])([CH3:10])[O:6][CH2:7][CH:8]=O)([CH3:4])([CH3:3])[CH3:2].C(O)(=O)C.[NH2:16][C:17]1[CH:22]=[C:21]([C:23]([C:25]2[C:30]([NH:31][S:32]([C:35]3[CH:40]=[CH:39][C:38]([CH3:41])=[C:37]([C:42]([F:45])([F:44])[F:43])[CH:36]=3)(=[O:34])=[O:33])=[CH:29][C:28]([Cl:46])=[CH:27][N:26]=2)=[O:24])[CH:20]=[CH:19][N:18]=1.C(O[BH-](OC(=O)C)OC(=O)C)(=O)C.[Na+]. Given the product [C:1]([Si:5]([CH3:10])([CH3:11])[O:6][CH2:7][CH2:8][NH:16][C:17]1[CH:22]=[C:21]([CH:23]([OH:24])[C:25]2[C:30]([NH:31][S:32]([C:35]3[CH:40]=[CH:39][C:38]([CH3:41])=[C:37]([C:42]([F:45])([F:44])[F:43])[CH:36]=3)(=[O:34])=[O:33])=[CH:29][C:28]([Cl:46])=[CH:27][N:26]=2)[CH:20]=[CH:19][N:18]=1)([CH3:2])([CH3:3])[CH3:4], predict the reactants needed to synthesize it. (3) Given the product [NH2:8][C@@H:9]([CH2:17][C:18]1[CH:19]=[CH:20][C:21]([O:24][CH2:25][C:26]#[CH:27])=[CH:22][CH:23]=1)[C:10]([O:12][C:13]([CH3:14])([CH3:15])[CH3:16])=[O:11], predict the reactants needed to synthesize it. The reactants are: C(OC([NH:8][C@@H:9]([CH2:17][C:18]1[CH:23]=[CH:22][C:21]([O:24][CH2:25][C:26]#[CH:27])=[CH:20][CH:19]=1)[C:10]([O:12][C:13]([CH3:16])([CH3:15])[CH3:14])=[O:11])=O)(C)(C)C.Cl.C(OCC)C. (4) Given the product [Cl:2][C:3]1[CH:8]=[CH:7][C:6]([CH:9]([CH3:14])[C:10]([O:12][CH3:13])=[O:11])=[CH:5][C:4]=1[OH:15], predict the reactants needed to synthesize it. The reactants are: Br.[Cl:2][C:3]1[CH:8]=[CH:7][C:6]([CH:9]([CH3:14])[C:10]([O:12][CH3:13])=[O:11])=[CH:5][C:4]=1[O:15]C.